From a dataset of Catalyst prediction with 721,799 reactions and 888 catalyst types from USPTO. Predict which catalyst facilitates the given reaction. (1) Reactant: [F:1][C:2]([F:14])([F:13])[C:3]1[CH:8]=[CH:7][CH:6]=[CH:5][C:4]=1[S:9]([O-:12])(=[O:11])=[O:10].[OH:15][C:16]1[CH:21]=[CH:20][C:19]([S+:22]([C:29]2[CH:34]=[CH:33][CH:32]=[CH:31][CH:30]=2)[C:23]2[CH:28]=[CH:27][CH:26]=[CH:25][CH:24]=2)=[CH:18][CH:17]=1.C(=O)([O-])[O-].[K+].[K+].CN(C)CCN(C)C.[CH:49]([O:51][CH2:52][CH2:53]Cl)=[CH2:50]. Product: [F:14][C:2]([F:1])([F:13])[C:3]1[CH:8]=[CH:7][CH:6]=[CH:5][C:4]=1[S:9]([O-:12])(=[O:11])=[O:10].[CH:49]([O:51][CH2:52][CH2:53][O:15][C:16]1[CH:21]=[CH:20][C:19]([S+:22]([C:29]2[CH:30]=[CH:31][CH:32]=[CH:33][CH:34]=2)[C:23]2[CH:28]=[CH:27][CH:26]=[CH:25][CH:24]=2)=[CH:18][CH:17]=1)=[CH2:50]. The catalyst class is: 16. (2) Reactant: [NH2:1][C:2]1[CH:10]=[C:9]([O:11][CH3:12])[CH:8]=[C:7]([O:13][CH3:14])[C:3]=1[C:4]([NH2:6])=[O:5].[CH3:15][C:16]1[CH:17]=[C:18]([CH:21]=[C:22]([CH3:25])[C:23]=1[OH:24])[CH:19]=O.C([O-])([O-])=O.[K+].[K+].II. Product: [OH:24][C:23]1[C:22]([CH3:25])=[CH:21][C:18]([C:19]2[NH:6][C:4](=[O:5])[C:3]3[C:2](=[CH:10][C:9]([O:11][CH3:12])=[CH:8][C:7]=3[O:13][CH3:14])[N:1]=2)=[CH:17][C:16]=1[CH3:15]. The catalyst class is: 3. (3) Reactant: [CH3:1][O:2][C:3]1[CH:4]=[C:5]([CH:29]=[C:30]([N+:32]([O-])=O)[CH:31]=1)[O:6][CH2:7][CH2:8][O:9][CH2:10][CH2:11][O:12][CH2:13][CH2:14][O:15][CH2:16][CH2:17][O:18][CH2:19][CH2:20][O:21][CH2:22][CH2:23][O:24][CH2:25][CH2:26][O:27][CH3:28].[H][H]. Product: [CH3:28][O:27][CH2:26][CH2:25][O:24][CH2:23][CH2:22][O:21][CH2:20][CH2:19][O:18][CH2:17][CH2:16][O:15][CH2:14][CH2:13][O:12][CH2:11][CH2:10][O:9][CH2:8][CH2:7][O:6][C:5]1[CH:29]=[C:30]([CH:31]=[C:3]([O:2][CH3:1])[CH:4]=1)[NH2:32]. The catalyst class is: 50.